From a dataset of Reaction yield outcomes from USPTO patents with 853,638 reactions. Predict the reaction yield, written as a fraction of the theoretical maximum amount of product (1.0 means a 100% yield; for example, 0.34 means a 34% yield). (1) The reactants are C([O:4][CH2:5][CH:6]=[C:7]([CH3:16])[CH2:8][CH2:9][CH:10]=[C:11]([CH3:15])[C:12]([OH:14])=[O:13])(=O)C.C(=O)([O-])[O-].[K+].[K+].C(Cl)Cl.Cl. The catalyst is CO.O. The product is [OH:4][CH2:5][CH:6]=[C:7]([CH3:16])[CH2:8][CH2:9][CH:10]=[C:11]([CH3:15])[C:12]([OH:14])=[O:13]. The yield is 0.590. (2) The reactants are [CH3:1][O:2][C:3]1[C:8]2[N:9]=[C:10]([C:12]([OH:14])=O)[S:11][C:7]=2[C:6]([N:15]2[CH2:20][CH2:19][O:18][CH2:17][CH2:16]2)=[CH:5][CH:4]=1.C(N1C=CN=C1)(N1C=CN=C1)=O.Cl.[NH2:34][CH2:35][C:36]([C:38]1[S:42][C:41]2[CH:43]=[CH:44][CH:45]=[CH:46][C:40]=2[C:39]=1[CH3:47])=[O:37].C(N(CC)CC)C. The catalyst is CN(C=O)C.O. The product is [CH3:47][C:39]1[C:40]2[CH:46]=[CH:45][CH:44]=[CH:43][C:41]=2[S:42][C:38]=1[C:36](=[O:37])[CH2:35][NH:34][C:12]([C:10]1[S:11][C:7]2[C:6]([N:15]3[CH2:20][CH2:19][O:18][CH2:17][CH2:16]3)=[CH:5][CH:4]=[C:3]([O:2][CH3:1])[C:8]=2[N:9]=1)=[O:14]. The yield is 0.230. (3) The reactants are [NH2:1][C:2]1[CH:7]=[CH:6][CH:5]=[CH:4][C:3]=1[OH:8].[F:9][C:10]([F:25])([F:24])[C:11]1[CH:12]=[C:13]([CH:17]=[C:18]([C:20]([F:23])([F:22])[F:21])[CH:19]=1)[C:14](Cl)=[O:15].Cl.[OH-].[Na+]. The catalyst is ClCCl.N1C=CC=CC=1. The product is [F:9][C:10]([F:24])([F:25])[C:11]1[CH:12]=[C:13]([CH:17]=[C:18]([C:20]([F:23])([F:21])[F:22])[CH:19]=1)[C:14]([NH:1][C:2]1[CH:7]=[CH:6][CH:5]=[CH:4][C:3]=1[OH:8])=[O:15]. The yield is 0.736. (4) The reactants are [C:1]([O:5][C:6]([N:8]1[CH2:12][CH2:11][CH2:10][C@@H:9]1[C:13]([OH:15])=O)=[O:7])([CH3:4])([CH3:3])[CH3:2].Cl.[CH3:17][O:18][NH:19][CH3:20].C(N(C(C)C)CC)(C)C.C[NH3+].F[P-](F)(F)(F)(F)F.N1(OC(N(C)C)=[N+](C)C)C2N=CC=CC=2N=N1.F[P-](F)(F)(F)(F)F. The catalyst is C(Cl)Cl. The product is [CH3:17][O:18][N:19]([CH3:20])[C:13]([C@H:9]1[CH2:10][CH2:11][CH2:12][N:8]1[C:6]([O:5][C:1]([CH3:2])([CH3:3])[CH3:4])=[O:7])=[O:15]. The yield is 0.920. (5) The product is [CH2:1]([O:3][C:4](=[O:22])[CH2:5][N:6]([CH2:7][CH2:8][NH:9][S:10]([C:13]1[S:14][C:15]2[CH:21]=[CH:20][CH:19]=[CH:18][C:16]=2[N:17]=1)(=[O:12])=[O:11])[C:50](=[O:51])[CH2:49][N:46]1[CH:45]=[N:44][C:43]2[C:42](=[O:53])[NH:41][C:40]([NH:39][C:37]([O:36][CH:23]([C:30]3[CH:35]=[CH:34][CH:33]=[CH:32][CH:31]=3)[C:24]3[CH:29]=[CH:28][CH:27]=[CH:26][CH:25]=3)=[O:38])=[N:48][C:47]1=2)[CH3:2]. The yield is 0.700. No catalyst specified. The reactants are [CH2:1]([O:3][C:4](=[O:22])[CH2:5][NH:6][CH2:7][CH2:8][NH:9][S:10]([C:13]1[S:14][C:15]2[CH:21]=[CH:20][CH:19]=[CH:18][C:16]=2[N:17]=1)(=[O:12])=[O:11])[CH3:2].[CH:23]([O:36][C:37]([NH:39][C:40]1[NH:41][C:42](=[O:53])[C:43]2[N:44]=[CH:45][N:46]([CH2:49][C:50](O)=[O:51])[C:47]=2[N:48]=1)=[O:38])([C:30]1[CH:35]=[CH:34][CH:33]=[CH:32][CH:31]=1)[C:24]1[CH:29]=[CH:28][CH:27]=[CH:26][CH:25]=1. (6) The reactants are [C:1]([O:4][C:5]1[CH:13]=[CH:12][CH:11]=[CH:10][C:6]=1[C:7]([OH:9])=[O:8])(=[O:3])[CH3:2].C(N(CC)CC)C.ClC(OCC)=O.O[CH2:28][CH2:29][CH2:30][NH:31][C:32](=[O:41])[O:33][CH2:34][C:35]1[CH:40]=[CH:39][CH:38]=[CH:37][CH:36]=1. The catalyst is C(Cl)Cl. The product is [C:1]([O:4][C:5]1[CH:13]=[CH:12][CH:11]=[CH:10][C:6]=1[C:7]([O:9][CH2:28][CH2:29][CH2:30][NH:31][C:32]([O:33][CH2:34][C:35]1[CH:36]=[CH:37][CH:38]=[CH:39][CH:40]=1)=[O:41])=[O:8])(=[O:3])[CH3:2]. The yield is 0.540. (7) The reactants are [N+:1]([C:4]1[CH:9]=[C:8]([N+:10]([O-])=O)[CH:7]=[CH:6][C:5]=1[S:13][CH2:14][C:15]([OH:17])=O)([O-])=O.O.O.[Sn](Cl)Cl. The catalyst is C(O)C. The product is [NH2:10][C:8]1[CH:7]=[CH:6][C:5]2[S:13][CH2:14][C:15](=[O:17])[NH:1][C:4]=2[CH:9]=1. The yield is 0.520. (8) The reactants are Br[C:2]1[CH:3]=[CH:4][C:5]2[O:11][CH2:10][CH2:9][N:8]3[CH:12]=[C:13]([C:15]4[N:19]([CH:20]([CH3:22])[CH3:21])[N:18]=[C:17]([CH3:23])[N:16]=4)[N:14]=[C:7]3[C:6]=2[CH:24]=1.[F:25][C:26]1[N:31]=[CH:30][C:29](B(O)O)=[CH:28][CH:27]=1. No catalyst specified. The product is [F:25][C:26]1[N:31]=[CH:30][C:29]([C:2]2[CH:3]=[CH:4][C:5]3[O:11][CH2:10][CH2:9][N:8]4[CH:12]=[C:13]([C:15]5[N:19]([CH:20]([CH3:22])[CH3:21])[N:18]=[C:17]([CH3:23])[N:16]=5)[N:14]=[C:7]4[C:6]=3[CH:24]=2)=[CH:28][CH:27]=1. The yield is 0.390.